Dataset: Reaction yield outcomes from USPTO patents with 853,638 reactions. Task: Predict the reaction yield, written as a fraction of the theoretical maximum amount of product (1.0 means a 100% yield; for example, 0.34 means a 34% yield). The reactants are C(O[C:6]([N:8]1[CH2:12][CH2:11][CH2:10][C@@H:9]1[CH2:13][O:14][C:15]1[CH:20]=[CH:19][C:18]([O:21][C:22]2[CH:27]=[CH:26][C:25]([C:28]3([C:31]#N)[CH2:30][CH2:29]3)=[CH:24][CH:23]=2)=[CH:17][CH:16]=1)=O)(C)(C)C.CC(C[AlH]CC(C)C)C.Cl.C([O-])(O)=[O:44].[Na+]. The catalyst is C1(C)C=CC=CC=1. The product is [CH3:6][N:8]1[CH2:12][CH2:11][CH2:10][C@@H:9]1[CH2:13][O:14][C:15]1[CH:16]=[CH:17][C:18]([O:21][C:22]2[CH:23]=[CH:24][C:25]([C:28]3([CH:31]=[O:44])[CH2:29][CH2:30]3)=[CH:26][CH:27]=2)=[CH:19][CH:20]=1. The yield is 0.650.